From a dataset of Forward reaction prediction with 1.9M reactions from USPTO patents (1976-2016). Predict the product of the given reaction. (1) Given the reactants [CH3:1][C:2]([C:7]1[CH:12]=[CH:11][C:10]([C:13]2[CH:18]=[CH:17][C:16]([Cl:19])=[C:15]([Cl:20])[CH:14]=2)=[C:9]([F:21])[CH:8]=1)(C)[C:3]([OH:5])=[O:4].ClC1C=C(C2C=CC(C3(C(O)=O)CC3)=CC=2F)C=CC=1Cl, predict the reaction product. The product is: [Cl:20][C:15]1[CH:14]=[C:13]([C:10]2[CH:11]=[CH:12][C:7]([CH:2]([CH3:1])[C:3]([OH:5])=[O:4])=[CH:8][C:9]=2[F:21])[CH:18]=[CH:17][C:16]=1[Cl:19]. (2) The product is: [CH:27]1([C:8]2[C:9]([CH2:11][N:12]3[CH2:17][CH2:16][CH:15]([O:18][C:19]4[CH:24]=[C:23]([Cl:25])[CH:22]=[C:21]([Cl:26])[CH:20]=4)[CH2:14][CH2:13]3)=[CH:10][C:5]3[N:6]([C:2]([NH:36][S:33]([CH:30]4[CH2:32][CH2:31]4)(=[O:35])=[O:34])=[N:3][N:4]=3)[CH:7]=2)[CH2:29][CH2:28]1. Given the reactants Br[C:2]1[N:6]2[CH:7]=[C:8]([CH:27]3[CH2:29][CH2:28]3)[C:9]([CH2:11][N:12]3[CH2:17][CH2:16][CH:15]([O:18][C:19]4[CH:24]=[C:23]([Cl:25])[CH:22]=[C:21]([Cl:26])[CH:20]=4)[CH2:14][CH2:13]3)=[CH:10][C:5]2=[N:4][N:3]=1.[CH:30]1([S:33]([NH2:36])(=[O:35])=[O:34])[CH2:32][CH2:31]1.CS(N)(=O)=O, predict the reaction product.